This data is from Forward reaction prediction with 1.9M reactions from USPTO patents (1976-2016). The task is: Predict the product of the given reaction. (1) Given the reactants CC(C)([O-])C.[K+].[N:7]1[CH:12]=[CH:11][CH:10]=[C:9]([CH2:13][C:14]#[N:15])[CH:8]=1.Br[CH:17]1[CH2:21][CH2:20][CH2:19][CH2:18]1.[Cl-].[NH4+], predict the reaction product. The product is: [CH:17]1([CH:13]([C:9]2[CH:8]=[N:7][CH:12]=[CH:11][CH:10]=2)[C:14]#[N:15])[CH2:21][CH2:20][CH2:19][CH2:18]1. (2) Given the reactants [C:1]([O:4][C:5]1[C:6]([CH3:23])=[C:7]2[CH2:21][CH2:20][N:19]([CH3:22])[C:8]2=[N:9][C:10]=1[CH2:11][CH2:12][CH2:13][CH2:14][CH2:15][CH2:16][CH2:17][CH3:18])(=[O:3])[CH3:2], predict the reaction product. The product is: [C:1]([O:4][C:5]1[C:6]([CH3:23])=[C:7]2[CH:21]=[CH:20][N:19]([CH3:22])[C:8]2=[N:9][C:10]=1[CH2:11][CH2:12][CH2:13][CH2:14][CH2:15][CH2:16][CH2:17][CH3:18])(=[O:3])[CH3:2]. (3) Given the reactants [CH3:1][C:2]1([CH3:22])[C:14]2[CH:13]=[C:12]3[NH:15][C:16]4[C:21]([C:11]3=[CH:10][C:9]=2[C:8]2[C:3]1=[CH:4][CH:5]=[CH:6][CH:7]=2)=[CH:20][N:19]=[CH:18][CH:17]=4.[H-].[Na+].Cl[C:26]1[N:31]=[C:30]([C:32]2[CH:37]=[CH:36][CH:35]=[CH:34][CH:33]=2)[N:29]=[C:28]([C:38]2[CH:43]=[CH:42][CH:41]=[CH:40][CH:39]=2)[N:27]=1, predict the reaction product. The product is: [C:38]1([C:28]2[N:29]=[C:30]([C:32]3[CH:33]=[CH:34][CH:35]=[CH:36][CH:37]=3)[N:31]=[C:26]([N:15]3[C:12]4=[CH:13][C:14]5[C:2]([CH3:22])([CH3:1])[C:3]6[C:8]([C:9]=5[CH:10]=[C:11]4[C:21]4[C:16]3=[CH:17][CH:18]=[N:19][CH:20]=4)=[CH:7][CH:6]=[CH:5][CH:4]=6)[N:27]=2)[CH:43]=[CH:42][CH:41]=[CH:40][CH:39]=1. (4) Given the reactants [NH2:1][C:2]1[CH:10]=[CH:9][C:5]([C:6]([NH2:8])=[O:7])=[C:4]([Br:11])[CH:3]=1.N[C:13]1[CH:21]=[CH:20][C:16]([C:17]([NH2:19])=O)=[CH:15][CH:14]=1, predict the reaction product. The product is: [CH2:17]([N:19]1[CH2:9][CH2:10][CH:2]([NH:1][C:2]2[CH:10]=[CH:9][C:5]([C:6]([NH2:8])=[O:7])=[C:4]([Br:11])[CH:3]=2)[CH2:3][CH2:4]1)[C:16]1[CH:20]=[CH:21][CH:13]=[CH:14][CH:15]=1. (5) Given the reactants [F:1][C:2]1[CH:16]=[CH:15][C:5]([CH2:6][O:7][C:8]2[N:13]=[CH:12][C:11]([NH2:14])=[CH:10][CH:9]=2)=[CH:4][CH:3]=1.[C:17]([OH:25])(=[O:24])[C:18]([CH2:20][C:21](O)=[O:22])=[CH2:19], predict the reaction product. The product is: [F:1][C:2]1[CH:16]=[CH:15][C:5]([CH2:6][O:7][C:8]2[N:13]=[CH:12][C:11]([N:14]3[C:21](=[O:22])[CH2:20][CH:18]([C:17]([OH:25])=[O:24])[CH2:19]3)=[CH:10][CH:9]=2)=[CH:4][CH:3]=1.